From a dataset of Forward reaction prediction with 1.9M reactions from USPTO patents (1976-2016). Predict the product of the given reaction. (1) The product is: [Cl:1][C:2]1[CH:7]=[C:6]([CH2:8][O:10][C:11]2[C:20]3[C:15](=[CH:16][CH:17]=[CH:18][CH:19]=3)[C:14]([NH:21][C:22](=[O:28])[O:23][C:24]([CH3:26])([CH3:25])[CH3:27])=[CH:13][CH:12]=2)[CH:5]=[CH:4][N:3]=1. Given the reactants [Cl:1][C:2]1[CH:7]=[C:6]([CH2:8]Cl)[CH:5]=[CH:4][N:3]=1.[OH:10][C:11]1[C:20]2[C:15](=[CH:16][CH:17]=[CH:18][CH:19]=2)[C:14]([NH:21][C:22](=[O:28])[O:23][C:24]([CH3:27])([CH3:26])[CH3:25])=[CH:13][CH:12]=1.C(=O)([O-])[O-].[Cs+].[Cs+], predict the reaction product. (2) The product is: [Cl:1][C:2]1[CH:7]=[C:6]([NH:8][C:9]2[CH:10]=[CH:11][C:12]([C:13]([NH:33][CH3:32])=[O:14])=[CH:16][CH:17]=2)[C:5]([C:18]2[S:19][C:20]([C:23]([N:25]3[CH2:29][CH2:28][C@@H:27]([OH:30])[CH2:26]3)=[O:24])=[N:21][N:22]=2)=[CH:4][N:3]=1. Given the reactants [Cl:1][C:2]1[CH:7]=[C:6]([NH:8][C:9]2[CH:17]=[CH:16][C:12]([C:13](O)=[O:14])=[CH:11][CH:10]=2)[C:5]([C:18]2[S:19][C:20]([C:23]([N:25]3[CH2:29][CH2:28][C@@H:27]([OH:30])[CH2:26]3)=[O:24])=[N:21][N:22]=2)=[CH:4][N:3]=1.C[CH2:32][N:33](C(C)C)C(C)C.Cl.CN.CN(C(ON1N=NC2C=CC=NC1=2)=[N+](C)C)C.F[P-](F)(F)(F)(F)F, predict the reaction product. (3) Given the reactants [Br:1][C:2]1[N:3]=[C:4]([S:12][CH3:13])[C:5]2[N:6]([C:8](I)=[CH:9][N:10]=2)[CH:7]=1.P([O-])([O-])([O-])=O.[K+].[K+].[K+].[CH:22]1([NH:25][C:26]([C:28]2[CH:33]=[CH:32][C:31](B(O)O)=[CH:30][CH:29]=2)=[O:27])[CH2:24][CH2:23]1.C(OCC)(=O)C, predict the reaction product. The product is: [Br:1][C:2]1[N:3]=[C:4]([S:12][CH3:13])[C:5]2[N:6]([C:8]([C:31]3[CH:32]=[CH:33][C:28]([C:26]([NH:25][CH:22]4[CH2:23][CH2:24]4)=[O:27])=[CH:29][CH:30]=3)=[CH:9][N:10]=2)[CH:7]=1.